The task is: Predict the reactants needed to synthesize the given product.. This data is from Full USPTO retrosynthesis dataset with 1.9M reactions from patents (1976-2016). (1) Given the product [N+:8]([C:11]1[CH:12]=[CH:13][C:14]([S:17]([NH:7][C:4]2[CH:5]=[CH:6][N:1]=[CH:2][N:3]=2)(=[O:19])=[O:18])=[CH:15][CH:16]=1)([O-:10])=[O:9], predict the reactants needed to synthesize it. The reactants are: [N:1]1[CH:6]=[CH:5][C:4]([NH2:7])=[N:3][CH:2]=1.[N+:8]([C:11]1[CH:16]=[CH:15][C:14]([S:17](Cl)(=[O:19])=[O:18])=[CH:13][CH:12]=1)([O-:10])=[O:9]. (2) Given the product [I:28][C:20]1[C:21]2[C:26]([CH3:27])=[N:25][CH:24]=[N:23][C:22]=2[N:18]([C@H:16]2[CH2:15][C@@H:13]3[O:14][CH:9]([C:6]4[CH:5]=[CH:4][C:3]([O:2][CH3:1])=[CH:8][CH:7]=4)[O:10][CH2:11][C@@H:12]3[CH2:17]2)[CH:19]=1, predict the reactants needed to synthesize it. The reactants are: [CH3:1][O:2][C:3]1[CH:8]=[CH:7][C:6]([CH:9]2[O:14][C@H:13]3[CH2:15][C@H:16]([N:18]4[C:22]5[N:23]=[CH:24][N:25]=[C:26]([CH3:27])[C:21]=5[CH:20]=[CH:19]4)[CH2:17][C@H:12]3[CH2:11][O:10]2)=[CH:5][CH:4]=1.[I:28]N1C(=O)CCC1=O. (3) Given the product [Cl:1][C:2]1[CH:3]=[C:4]([N:9]2[CH2:14][CH2:13][S:12][C:11](=[CH:15][C:16]3[CH:21]=[CH:20][CH:19]=[CH:18][C:17]=3[N:22]3[CH2:27][CH2:26][NH:25][CH2:24][CH2:23]3)[C:10]2=[O:29])[CH:5]=[CH:6][C:7]=1[Cl:8], predict the reactants needed to synthesize it. The reactants are: [Cl:1][C:2]1[CH:3]=[C:4]([N:9]2[CH2:14][CH2:13][S:12][C:11](=[CH:15][C:16]3[CH:21]=[CH:20][CH:19]=[CH:18][C:17]=3[N:22]3[CH2:27][CH2:26][N:25](C)[CH2:24][CH2:23]3)[C:10]2=[O:29])[CH:5]=[CH:6][C:7]=1[Cl:8]. (4) Given the product [CH3:15][N:16]([CH3:24])[C:17]1[CH:23]=[CH:22][C:20]([N:21]2[C:7](=[O:9])[CH:6]=[CH:5][C:4]([C:11]([O:13][CH3:14])=[O:12])=[CH:3]2)=[CH:19][CH:18]=1, predict the reactants needed to synthesize it. The reactants are: CO[CH:3]=[C:4]([C:11]([O:13][CH3:14])=[O:12])[CH:5]=[CH:6][C:7]([O:9]C)=O.[CH3:15][N:16]([CH3:24])[C:17]1[CH:23]=[CH:22][C:20]([NH2:21])=[CH:19][CH:18]=1.